From a dataset of Full USPTO retrosynthesis dataset with 1.9M reactions from patents (1976-2016). Predict the reactants needed to synthesize the given product. (1) Given the product [CH2:1]([N:8]1[CH:16]=[C:15]2[C:10]([CH:11]=[C:12]([C:17]3[CH:18]=[C:19]([CH:27]4[CH2:28][CH2:29][CH2:48][N:49]([CH:40]5[CH2:41][CH2:42]5)[CH2:32]4)[N:20]4[C:25]=3[C:24]([NH2:26])=[N:23][CH:22]=[N:21]4)[CH:13]=[CH:14]2)=[N:9]1)[C:2]1[CH:7]=[CH:6][CH:5]=[CH:4][CH:3]=1, predict the reactants needed to synthesize it. The reactants are: [CH2:1]([N:8]1[CH:16]=[C:15]2[C:10]([CH:11]=[C:12]([C:17]3[CH:18]=[C:19]([CH:27]4[CH2:32]CN[CH2:29][CH2:28]4)[N:20]4[C:25]=3[C:24]([NH2:26])=[N:23][CH:22]=[N:21]4)[CH:13]=[CH:14]2)=[N:9]1)[C:2]1[CH:7]=[CH:6][CH:5]=[CH:4][CH:3]=1.CC(O)=O.C(O[C:40]1(O[Si](C)(C)C)[CH2:42][CH2:41]1)C.[C:48]([BH3-])#[N:49].[Na+].[OH-].[Na+]. (2) Given the product [CH2:23]([O:30][C:31]1[CH:36]=[CH:35][C:34]([C:10]2[CH:11]=[C:6]([C:4]([OH:3])=[O:5])[C:7]3[C:15]([CH3:16])=[N:14][N:13]([CH:17]4[CH2:22][CH2:21][CH2:20][CH2:19][O:18]4)[C:8]=3[N:9]=2)=[CH:33][CH:32]=1)[C:24]1[CH:29]=[CH:28][CH:27]=[CH:26][CH:25]=1, predict the reactants needed to synthesize it. The reactants are: C([O:3][C:4]([C:6]1[C:7]2[C:15]([CH3:16])=[N:14][N:13]([CH:17]3[CH2:22][CH2:21][CH2:20][CH2:19][O:18]3)[C:8]=2[N:9]=[C:10](Br)[CH:11]=1)=[O:5])C.[CH2:23]([O:30][C:31]1[CH:36]=[CH:35][C:34](B(O)O)=[CH:33][CH:32]=1)[C:24]1[CH:29]=[CH:28][CH:27]=[CH:26][CH:25]=1. (3) The reactants are: [CH3:1][O:2][C:3](=[O:23])[C:4]1[CH:9]=[CH:8][C:7]([O:10][CH2:11][CH2:12][CH2:13][CH:14]2[CH2:19][CH2:18][N:17]([C:20]#[N:21])[CH2:16][CH2:15]2)=[CH:6][C:5]=1[CH3:22].[F:24][C:25]([F:31])([CH3:30])[C:26]([NH:28][OH:29])=N. Given the product [CH3:1][O:2][C:3](=[O:23])[C:4]1[CH:9]=[CH:8][C:7]([O:10][CH2:11][CH2:12][CH2:13][CH:14]2[CH2:15][CH2:16][N:17]([C:20]3[O:29][N:28]=[C:26]([C:25]([F:31])([F:24])[CH3:30])[N:21]=3)[CH2:18][CH2:19]2)=[CH:6][C:5]=1[CH3:22], predict the reactants needed to synthesize it. (4) The reactants are: [CH2:1]([O:3][C:4](=[O:20])[C:5]1[CH:17]=[C:16]([CH:18]=[O:19])[CH:15]=[C:7]([C:8]([N:10]([CH3:14])[CH2:11][CH2:12][CH3:13])=[O:9])[CH:6]=1)[CH3:2].[CH3:21][Mg]Br. Given the product [CH2:1]([O:3][C:4](=[O:20])[C:5]1[CH:17]=[C:16]([CH:18]([OH:19])[CH3:21])[CH:15]=[C:7]([C:8]([N:10]([CH3:14])[CH2:11][CH2:12][CH3:13])=[O:9])[CH:6]=1)[CH3:2], predict the reactants needed to synthesize it.